From a dataset of Retrosynthesis with 50K atom-mapped reactions and 10 reaction types from USPTO. Predict the reactants needed to synthesize the given product. (1) Given the product COc1ccc2[nH]c(C(=O)NC(C)(C)CO)cc2c1, predict the reactants needed to synthesize it. The reactants are: CC(C)(N)CO.COc1ccc2[nH]c(C(=O)O)cc2c1. (2) Given the product COC(=O)c1cccc2[nH]c(NCC3CCNCC3)nc12, predict the reactants needed to synthesize it. The reactants are: COC(=O)c1cccc2[nH]c(NCC3CCN(C(=O)OC(C)(C)C)CC3)nc12. (3) The reactants are: C=O.CC(C)(C)OC(=O)N1CCC(NCc2ccc(-c3ccc(S(C)(=O)=O)cc3)nn2)CC1. Given the product CN(Cc1ccc(-c2ccc(S(C)(=O)=O)cc2)nn1)C1CCN(C(=O)OC(C)(C)C)CC1, predict the reactants needed to synthesize it.